Predict which catalyst facilitates the given reaction. From a dataset of Catalyst prediction with 721,799 reactions and 888 catalyst types from USPTO. Reactant: [CH3:1][O:2][CH2:3][CH2:4][CH2:5][C:6]([NH:8][NH2:9])=[O:7].[ClH:10].C(OCC)(=O)C. Product: [ClH:10].[CH3:1][O:2][CH2:3][CH2:4][CH2:5][C:6]([NH:8][NH2:9])=[O:7]. The catalyst class is: 13.